This data is from CYP3A4 inhibition data for predicting drug metabolism from PubChem BioAssay. The task is: Regression/Classification. Given a drug SMILES string, predict its absorption, distribution, metabolism, or excretion properties. Task type varies by dataset: regression for continuous measurements (e.g., permeability, clearance, half-life) or binary classification for categorical outcomes (e.g., BBB penetration, CYP inhibition). Dataset: cyp3a4_veith. (1) The compound is c1ccc(CO[C@H]2NCCN2Cc2ccccc2)cc1. The result is 0 (non-inhibitor). (2) The compound is COC(=O)C(NS(=O)(=O)c1ccc(NC(C)=O)cc1)C(C)C. The result is 0 (non-inhibitor). (3) The drug is COc1ccc(Cl)cc1C(=O)NNC(=S)NC(=O)c1cc(-c2ccccc2)nc2ccccc12. The result is 0 (non-inhibitor).